This data is from Reaction yield outcomes from USPTO patents with 853,638 reactions. The task is: Predict the reaction yield, written as a fraction of the theoretical maximum amount of product (1.0 means a 100% yield; for example, 0.34 means a 34% yield). (1) The reactants are [NH2:1][C:2]1[C:3]([C:19]#[N:20])=[C:4]([CH:16]=[CH:17][CH:18]=1)[O:5][CH2:6][C:7]([CH3:15])([CH3:14])[C:8]([NH:10][CH2:11][CH2:12][CH3:13])=[O:9].[C:21]([O:27][CH2:28][CH3:29])(=[O:26])[CH2:22][C:23]([CH3:25])=O.Cl[Sn](Cl)(Cl)Cl. The catalyst is C1(C)C=CC=CC=1. The product is [NH2:20][C:19]1[C:3]2[C:2](=[CH:18][CH:17]=[CH:16][C:4]=2[O:5][CH2:6][C:7]([CH3:15])([CH3:14])[C:8](=[O:9])[NH:10][CH2:11][CH2:12][CH3:13])[N:1]=[C:23]([CH3:25])[C:22]=1[C:21]([O:27][CH2:28][CH3:29])=[O:26]. The yield is 0.840. (2) The reactants are [C:1]([C:3]1[CH:8]=[CH:7][C:6]([C:9]2([O:12][CH:13]([CH3:15])[CH3:14])[CH2:11][CH2:10]2)=[CH:5][C:4]=1CC)#[CH:2].[CH3:18][O:19][C:20](=[O:29])[CH2:21][C:22]1[CH:27]=[CH:26][C:25](I)=[CH:24][CH:23]=1.[CH2:30](N(CC)CC)[CH3:31]. The catalyst is [Cu]I.Cl[Pd](Cl)([P](C1C=CC=CC=1)(C1C=CC=CC=1)C1C=CC=CC=1)[P](C1C=CC=CC=1)(C1C=CC=CC=1)C1C=CC=CC=1. The product is [CH:13]([O:12][C:9]1([C:6]2[CH:5]=[CH:4][C:3]([C:1]#[C:2][C:25]3[CH:26]=[CH:27][C:22]([CH2:21][C:20]([O:19][CH3:18])=[O:29])=[CH:23][CH:24]=3)=[CH:8][C:7]=2[CH2:30][CH3:31])[CH2:10][CH2:11]1)([CH3:14])[CH3:15]. The yield is 0.700. (3) The reactants are [C:1]([C:3]1([C:14]2[CH:23]=[CH:22][C:21]3[C:16](=[CH:17][CH:18]=[CH:19][CH:20]=3)[CH:15]=2)[CH2:8][CH:7](C(OC)=O)[C:6](=[O:13])[CH2:5][CH2:4]1)#[N:2].CS(C)=O.CCOC(C)=O.CCCCCCC. The catalyst is [Cl-].[Na+].O.O. The product is [CH:15]1[C:16]2[C:21](=[CH:20][CH:19]=[CH:18][CH:17]=2)[CH:22]=[CH:23][C:14]=1[C:3]1([C:1]#[N:2])[CH2:4][CH2:5][C:6](=[O:13])[CH2:7][CH2:8]1. The yield is 0.620. (4) The reactants are [S:1]1([C:12]2[C:7](=[CH:8][CH:9]=[CH:10][CH:11]=2)[C:5](=[O:6])[NH:4]1)(=[O:3])=[O:2].[H-].[Na+].[CH2:15](Br)[C:16]1[CH:21]=[CH:20][CH:19]=[CH:18][CH:17]=1. The catalyst is C1COCC1.CN(C=O)C.O.CCOC(C)=O. The product is [C:16]1([CH2:15][N:4]2[C:5](=[O:6])[C:7]3[C:12](=[CH:11][CH:10]=[CH:9][CH:8]=3)[S:1]2(=[O:2])=[O:3])[CH:21]=[CH:20][CH:19]=[CH:18][CH:17]=1. The yield is 0.660. (5) The reactants are [C:1]([O:5][C:6]([NH:8][CH2:9][C:10]1[C:11]([CH2:27][CH:28]([CH3:30])[CH3:29])=[N:12][C:13]([CH3:26])=[C:14]([C:18]=1[C:19]1[CH:24]=[CH:23][C:22]([CH3:25])=[CH:21][CH:20]=1)[C:15]([OH:17])=[O:16])=[O:7])([CH3:4])([CH3:3])[CH3:2].Br[CH2:32][C:33]1[CH:42]=[CH:41][C:36]([C:37]([O:39][CH3:40])=[O:38])=[CH:35][CH:34]=1.C(=O)([O-])[O-].[K+].[K+]. The catalyst is CN(C)C=O.C(OCC)(=O)C. The product is [C:1]([O:5][C:6]([NH:8][CH2:9][C:10]1[C:11]([CH2:27][CH:28]([CH3:30])[CH3:29])=[N:12][C:13]([CH3:26])=[C:14]([C:18]=1[C:19]1[CH:24]=[CH:23][C:22]([CH3:25])=[CH:21][CH:20]=1)[C:15]([O:17][CH2:32][C:33]1[CH:34]=[CH:35][C:36]([C:37]([O:39][CH3:40])=[O:38])=[CH:41][CH:42]=1)=[O:16])=[O:7])([CH3:4])([CH3:3])[CH3:2]. The yield is 0.920. (6) The reactants are [CH2:1]([O:8][N:9]1[C:15](=[O:16])[N:14]2[CH2:17][C@H:10]1[CH2:11][CH2:12][C@H:13]2[C:18]([OH:20])=O)[C:2]1[CH:7]=[CH:6][CH:5]=[CH:4][CH:3]=1.ClC(OCC(C)C)=O.C(N(CC)CC)C.Cl.Cl.[NH2:38][O:39][CH2:40][CH2:41][N:42]([CH3:44])[CH3:43]. The catalyst is C(Cl)Cl. The product is [CH2:1]([O:8][N:9]1[C:15](=[O:16])[N:14]2[CH2:17][C@H:10]1[CH2:11][CH2:12][C@H:13]2[C:18]([NH:38][O:39][CH2:40][CH2:41][N:42]([CH3:44])[CH3:43])=[O:20])[C:2]1[CH:3]=[CH:4][CH:5]=[CH:6][CH:7]=1. The yield is 0.400. (7) The reactants are C(NC(C)C)(C)C.[Li]CCCC.[Br:13][C:14]1[CH:19]=[CH:18][CH:17]=[C:16]([C:20]([F:23])([F:22])[F:21])[N:15]=1.[I:24]I. The catalyst is C1COCC1. The product is [Br:13][C:14]1[CH:19]=[C:18]([I:24])[CH:17]=[C:16]([C:20]([F:21])([F:22])[F:23])[N:15]=1. The yield is 0.490. (8) The reactants are [CH:1]1[CH2:5][CH:4]=[CH:3][CH:2]=1.[C:6]([O:10][C:11]([CH3:14])([CH3:13])[CH3:12])(=[O:9])C=C.O1CC[CH2:17][CH2:16]1. No catalyst specified. The product is [CH:2]12[CH2:1][CH:5]([CH:16]=[CH:17]1)[CH2:4][CH:3]2[C:6]([O:10][C:11]([CH3:14])([CH3:13])[CH3:12])=[O:9]. The yield is 0.900. (9) The reactants are [CH3:1][C:2]1[C:38]([CH3:39])=[CH:37][CH:36]=[CH:35][C:3]=1[O:4][CH2:5][CH2:6][CH2:7][C:8]([N:10]1[C:19]2[C:14](=[C:15]([C:20]3[CH:21]=[C:22]([CH:32]=[CH:33][CH:34]=3)[CH2:23][NH:24]C(=O)OC(C)(C)C)[CH:16]=[CH:17][CH:18]=2)[CH2:13][CH2:12][CH2:11]1)=[O:9].C(O)(C(F)(F)F)=O. The catalyst is C(Cl)Cl. The product is [NH2:24][CH2:23][C:22]1[CH:21]=[C:20]([C:15]2[CH:16]=[CH:17][CH:18]=[C:19]3[C:14]=2[CH2:13][CH2:12][CH2:11][N:10]3[C:8](=[O:9])[CH2:7][CH2:6][CH2:5][O:4][C:3]2[CH:35]=[CH:36][CH:37]=[C:38]([CH3:39])[C:2]=2[CH3:1])[CH:34]=[CH:33][CH:32]=1. The yield is 0.770. (10) The reactants are [S:1]1[C:9]2[CH2:8][CH2:7][O:6][CH:5]([C:10]3([NH:13][C:14](=O)OCC)[CH2:12][CH2:11]3)[C:4]=2[CH:3]=[CH:2]1.[H-].[H-].[H-].[H-].[Li+].[Al+3].O.[CH2:26]1[CH2:30]OC[CH2:27]1. No catalyst specified. The product is [S:1]1[C:9]2[CH2:8][CH2:7][O:6][CH:5]([C:10]3([NH:13][CH3:14])[CH2:12][CH2:11][CH2:30][CH2:26][CH2:27]3)[C:4]=2[CH:3]=[CH:2]1. The yield is 0.840.